This data is from Catalyst prediction with 721,799 reactions and 888 catalyst types from USPTO. The task is: Predict which catalyst facilitates the given reaction. (1) Reactant: [CH3:1][N:2]([CH3:11])[S:3]([N:6]1[CH:10]=[CH:9][N:8]=[CH:7]1)(=[O:5])=[O:4].[Li]CCCC.[CH3:17][C:18]([Si:21](Cl)([CH3:23])[CH3:22])([CH3:20])[CH3:19].[S:25]1[CH:29]=[CH:28][CH:27]=[C:26]1[CH:30]=[O:31]. Product: [CH3:1][N:2]([CH3:11])[S:3]([N:6]1[CH:10]=[C:9]([CH:30]([OH:31])[C:26]2[S:25][CH:29]=[CH:28][CH:27]=2)[N:8]=[C:7]1[Si:21]([C:18]([CH3:20])([CH3:19])[CH3:17])([CH3:23])[CH3:22])(=[O:4])=[O:5]. The catalyst class is: 1. (2) Reactant: Cl[C:2]1[C:7]2[N:8]=[CH:9][C:10]3[N:11]([CH2:12][N:13]([O:15][CH3:16])[CH:14]=3)[C:6]=2[N:5]([CH2:17][CH2:18][CH3:19])[CH2:4][C:3]=1[CH3:20].C(N(CC)CC)C.[H][H]. Product: [CH3:16][O:15][N:13]1[CH:14]=[C:10]2[CH:9]=[N:8][C:7]3[CH:2]=[C:3]([CH3:20])[CH2:4][N:5]([CH2:17][CH2:18][CH3:19])[C:6]=3[N:11]2[CH2:12]1. The catalyst class is: 29. (3) Reactant: [Br:1][C:2]1[CH:3]=[C:4]([Cl:25])[C:5]([C:8](=[N:23][OH:24])[CH2:9][NH:10][C:11](=[O:22])[C:12]2[CH:17]=[CH:16][CH:15]=[CH:14][C:13]=2[C:18]([F:21])([F:20])[F:19])=[N:6][CH:7]=1.[C:26](=O)([O-])[O-].[K+].[K+].IC.O. Product: [Br:1][C:2]1[CH:3]=[C:4]([Cl:25])[C:5]([C:8](=[N:23][O:24][CH3:26])[CH2:9][NH:10][C:11](=[O:22])[C:12]2[CH:17]=[CH:16][CH:15]=[CH:14][C:13]=2[C:18]([F:19])([F:21])[F:20])=[N:6][CH:7]=1. The catalyst class is: 9. (4) Reactant: [Cl:1][C:2]1[CH:11]=[CH:10][C:9]2[C:4](=[CH:5][CH:6]=[C:7]([CH2:12]Cl)[CH:8]=2)[CH:3]=1.Cl.[F:15][C:16]1[CH:29]=[CH:28][C:19]([C:20]([CH:22]2[CH2:27][CH2:26][NH:25][CH2:24][CH2:23]2)=[O:21])=[CH:18][CH:17]=1.C(=O)([O-])[O-].[K+].[K+]. Product: [Cl:1][C:2]1[CH:3]=[C:4]2[C:9](=[CH:10][CH:11]=1)[CH:8]=[C:7]([CH2:12][N:25]1[CH2:26][CH2:27][CH:22]([C:20](=[O:21])[C:19]3[CH:18]=[CH:17][C:16]([F:15])=[CH:29][CH:28]=3)[CH2:23][CH2:24]1)[CH:6]=[CH:5]2. The catalyst class is: 3. (5) Reactant: [C:1]1([Li])[CH:6]=[CH:5][CH:4]=[CH:3][CH:2]=1.[C:8]1([CH:14]2[CH2:19][CH2:18][C:17](=[O:20])[CH:16]=[CH:15]2)[CH:13]=[CH:12][CH:11]=[CH:10][CH:9]=1.B(F)(F)F.CCOCC. Product: [C:1]1([C@H:19]2[C@H:14]([C:8]3[CH:13]=[CH:12][CH:11]=[CH:10][CH:9]=3)[CH2:15][CH2:16][C:17](=[O:20])[CH2:18]2)[CH:6]=[CH:5][CH:4]=[CH:3][CH:2]=1. The catalyst class is: 28. (6) Reactant: [CH2:1](N(CCCC)CCCC)CCC.CS(C)=O.O.[NH2:19][C:20]1[N:25]=[C:24]([CH:26]2[CH2:28][CH2:27]2)[N:23]=[C:22]([C:29]([OH:31])=[O:30])[C:21]=1[Cl:32].BrC. Product: [NH2:19][C:20]1[N:25]=[C:24]([CH:26]2[CH2:28][CH2:27]2)[N:23]=[C:22]([C:29]([O:31][CH3:1])=[O:30])[C:21]=1[Cl:32]. The catalyst class is: 6. (7) Reactant: C([O:4][C:5]1[C:10]([C:11]([F:14])([F:13])[F:12])=[CH:9][C:8]([C:15]([C:17]2[C:21]3[CH:22]=[CH:23][CH:24]=[CH:25][C:20]=3[O:19][C:18]=2[CH2:26][CH2:27][CH2:28][CH3:29])=[O:16])=[CH:7][C:6]=1I)(=O)C.C([O-])([O-])=O.[K+].[K+]. Product: [CH2:26]([C:18]1[O:19][C:20]2[CH:25]=[CH:24][CH:23]=[CH:22][C:21]=2[C:17]=1[C:15]([C:8]1[CH:7]=[CH:6][C:5]([OH:4])=[C:10]([C:11]([F:14])([F:12])[F:13])[CH:9]=1)=[O:16])[CH2:27][CH2:28][CH3:29]. The catalyst class is: 5. (8) Reactant: [CH3:1][O:2][C:3]1[CH:4]=[C:5]2[C:10](=[CH:11][CH:12]=1)[CH:9]=[C:8]([C:13]1[CH:18]=[CH:17][N:16]=[C:15]([NH:19][CH3:20])[N:14]=1)[CH:7]=[C:6]2[NH:21][CH:22]1[CH2:27][CH2:26][NH:25][CH2:24][CH2:23]1.C(N(CC)C(C)C)(C)C.CN(C)C=O.[C:42](Cl)(=[O:58])[O:43][CH2:44][CH:45]1[C:57]2[CH:56]=[CH:55][CH:54]=[CH:53][C:52]=2[C:51]2[C:46]1=[CH:47][CH:48]=[CH:49][CH:50]=2. Product: [CH3:1][O:2][C:3]1[CH:4]=[C:5]2[C:10]([CH:9]=[C:8]([C:13]3[CH:18]=[CH:17][N:16]=[C:15]([NH:19][CH3:20])[N:14]=3)[CH:7]=[C:6]2[NH:21][CH:22]2[CH2:27][CH2:26][N:25]([C:42]([O:43][CH2:44][CH:45]3[C:46]4[CH:47]=[CH:48][CH:49]=[CH:50][C:51]=4[C:52]4[C:57]3=[CH:56][CH:55]=[CH:54][CH:53]=4)=[O:58])[CH2:24][CH2:23]2)=[CH:11][CH:12]=1. The catalyst class is: 7. (9) Product: [Cl:30][C:27]1[CH:26]=[CH:25][C:24]([CH:13]([C:14]2[CH:19]=[CH:18][C:17]([C:20]([F:21])([F:22])[F:23])=[CH:16][CH:15]=2)[O:12][C:5]2[CH:4]=[CH:3][C:2]([NH:1][C:42]([NH:41][C:35]3[CH:36]=[CH:37][C:38]([O:39][CH3:40])=[C:33]([O:32][CH3:31])[CH:34]=3)=[O:43])=[CH:11][C:6]=2[C:7]([O:9][CH3:10])=[O:8])=[CH:29][CH:28]=1. The catalyst class is: 1. Reactant: [NH2:1][C:2]1[CH:3]=[CH:4][C:5]([O:12][CH:13]([C:24]2[CH:29]=[CH:28][C:27]([Cl:30])=[CH:26][CH:25]=2)[C:14]2[CH:19]=[CH:18][C:17]([C:20]([F:23])([F:22])[F:21])=[CH:16][CH:15]=2)=[C:6]([CH:11]=1)[C:7]([O:9][CH3:10])=[O:8].[CH3:31][O:32][C:33]1[CH:34]=[C:35]([N:41]=[C:42]=[O:43])[CH:36]=[CH:37][C:38]=1[O:39][CH3:40].